Dataset: Catalyst prediction with 721,799 reactions and 888 catalyst types from USPTO. Task: Predict which catalyst facilitates the given reaction. (1) Reactant: [NH:1]1[C:9]2[C:4](=[CH:5][C:6]([O:10][C:11]3[C:20]4[C:15](=[CH:16][C:17]([O:23][CH3:24])=[C:18]([O:21][CH3:22])[CH:19]=4)[N:14]=[CH:13][CH:12]=3)=[CH:7][CH:8]=2)[CH:3]=[CH:2]1.[H-].[Na+].[S:27]1[CH:31]=[CH:30][N:29]=[C:28]1[NH:32][C:33](=O)[O:34]C1C=CC=CC=1.O. Product: [S:27]1[CH:31]=[CH:30][N:29]=[C:28]1[NH:32][C:33]([N:1]1[C:9]2[C:4](=[CH:5][C:6]([O:10][C:11]3[C:20]4[C:15](=[CH:16][C:17]([O:23][CH3:24])=[C:18]([O:21][CH3:22])[CH:19]=4)[N:14]=[CH:13][CH:12]=3)=[CH:7][CH:8]=2)[CH:3]=[CH:2]1)=[O:34]. The catalyst class is: 42. (2) The catalyst class is: 2. Reactant: Cl[S:2]([N:5]=[C:6]=[O:7])(=[O:4])=[O:3].C[C:9]([OH:12])([CH3:11])C.[CH2:13]([O:15][C:16](=[O:19])[CH2:17][NH2:18])[CH3:14].[CH3:20][CH2:21]N(CC)CC.Cl. Product: [CH2:9]([O:12][C:6]([NH:5][S:2]([NH:18][CH2:17][C:16]([O:15][CH2:13][CH3:14])=[O:19])(=[O:4])=[O:3])=[O:7])[CH2:11][CH2:20][CH3:21]. (3) Reactant: Br[C:2]1[S:3][C:4]([C:25]2[CH:30]=[CH:29][N:28]=[CH:27][CH:26]=2)=[CH:5][C:6]=1[CH:7]1[C:16]2[C:11](=[CH:12][C:13]([Cl:17])=[CH:14][CH:15]=2)[CH2:10][CH2:9][N:8]1[C:18]([O:20][C:21]([CH3:24])([CH3:23])[CH3:22])=[O:19].B1([C:40]2[NH:44][N:43]=[CH:42][CH:41]=2)OC(C)(C)C(C)(C)O1.C(=O)([O-])[O-].[Na+].[Na+].COCCOC.O. Product: [Cl:17][C:13]1[CH:12]=[C:11]2[C:16](=[CH:15][CH:14]=1)[CH:7]([C:6]1[CH:5]=[C:4]([C:25]3[CH:30]=[CH:29][N:28]=[CH:27][CH:26]=3)[S:3][C:2]=1[C:40]1[NH:44][N:43]=[CH:42][CH:41]=1)[N:8]([C:18]([O:20][C:21]([CH3:23])([CH3:24])[CH3:22])=[O:19])[CH2:9][CH2:10]2. The catalyst class is: 140. (4) Reactant: [CH2:1]([CH2:3][NH2:4])[OH:2].[C:5]([Si:9]([CH3:12])([CH3:11])Cl)([CH3:8])([CH3:7])[CH3:6].CCN(CC)CC. Product: [C:5]([Si:9]([CH3:12])([CH3:11])[O:2][CH2:1][CH2:3][NH2:4])([CH3:8])([CH3:7])[CH3:6]. The catalyst class is: 79. (5) The catalyst class is: 224. Reactant: [CH3:1][C:2]1[C:7]([OH:8])=[C:6]([CH:9]=O)[C:5]([CH2:11][OH:12])=[CH:4][N:3]=1.Cl.[C:14]([NH:18][S:19]([C:22]1[C:23]([C:28]2[CH:33]=[CH:32][C:31]([NH2:34])=[CH:30][CH:29]=2)=[CH:24][CH:25]=[CH:26][CH:27]=1)(=[O:21])=[O:20])([CH3:17])([CH3:16])[CH3:15].O.C1(C)C=CC(S(O)(=O)=O)=CC=1.[BH4-].[Na+]. Product: [C:14]([NH:18][S:19]([C:22]1[C:23]([C:28]2[CH:33]=[CH:32][C:31]([NH:34][CH2:9][C:6]3[C:5]([CH2:11][OH:12])=[CH:4][N:3]=[C:2]([CH3:1])[C:7]=3[OH:8])=[CH:30][CH:29]=2)=[CH:24][CH:25]=[CH:26][CH:27]=1)(=[O:21])=[O:20])([CH3:17])([CH3:15])[CH3:16]. (6) Reactant: [C:1]([O:5][C:6](=[O:35])[N:7]([CH2:15][C:16]1[CH:21]=[CH:20][C:19]([CH2:22][NH:23][CH2:24][CH2:25][CH2:26][CH2:27][N:28]([CH2:32][CH2:33][CH3:34])[CH2:29][CH2:30][CH3:31])=[CH:18][CH:17]=1)[CH2:8][C:9]1[N:10]([CH3:14])[CH:11]=[CH:12][N:13]=1)([CH3:4])([CH3:3])[CH3:2].C(N(CC)CC)C.[CH3:43][S:44](Cl)(=[O:46])=[O:45].O. Product: [C:1]([O:5][C:6](=[O:35])[N:7]([CH2:15][C:16]1[CH:17]=[CH:18][C:19]([CH2:22][N:23]([CH2:24][CH2:25][CH2:26][CH2:27][N:28]([CH2:29][CH2:30][CH3:31])[CH2:32][CH2:33][CH3:34])[S:44]([CH3:43])(=[O:46])=[O:45])=[CH:20][CH:21]=1)[CH2:8][C:9]1[N:10]([CH3:14])[CH:11]=[CH:12][N:13]=1)([CH3:3])([CH3:4])[CH3:2]. The catalyst class is: 4. (7) Reactant: [OH:1][C:2]([CH3:23])([CH3:22])[CH:3]([NH:19][CH:20]=O)[CH2:4][C:5]1[CH:10]=[CH:9][C:8]([O:11][CH3:12])=[C:7]([O:13][CH2:14][CH2:15][CH2:16][O:17][CH3:18])[CH:6]=1.O=P(Cl)(Cl)Cl. Product: [CH3:12][O:11][C:8]1[CH:9]=[C:10]2[C:5]([CH2:4][CH:3]([C:2]([OH:1])([CH3:23])[CH3:22])[N:19]=[CH:20]2)=[CH:6][C:7]=1[O:13][CH2:14][CH2:15][CH2:16][O:17][CH3:18]. The catalyst class is: 10. (8) Reactant: [F:1][C:2]1[CH:12]=[C:11]([N+:13]([O-])=O)[CH:10]=[CH:9][C:3]=1[C:4]([N:6]([CH3:8])[CH3:7])=[O:5]. Product: [NH2:13][C:11]1[CH:10]=[CH:9][C:3]([C:4]([N:6]([CH3:8])[CH3:7])=[O:5])=[C:2]([F:1])[CH:12]=1. The catalyst class is: 14.